This data is from Peptide-MHC class I binding affinity with 185,985 pairs from IEDB/IMGT. The task is: Regression. Given a peptide amino acid sequence and an MHC pseudo amino acid sequence, predict their binding affinity value. This is MHC class I binding data. (1) The peptide sequence is KFYGPFVDR. The MHC is HLA-B15:01 with pseudo-sequence HLA-B15:01. The binding affinity (normalized) is 0.434. (2) The peptide sequence is LNASYITPYV. The MHC is HLA-A02:01 with pseudo-sequence HLA-A02:01. The binding affinity (normalized) is 0.588. (3) The peptide sequence is TYQPTRALV. The MHC is H-2-Kd with pseudo-sequence H-2-Kd. The binding affinity (normalized) is 0.740.